This data is from Full USPTO retrosynthesis dataset with 1.9M reactions from patents (1976-2016). The task is: Predict the reactants needed to synthesize the given product. (1) Given the product [Br:5][C:6]1[CH:13]=[CH:12][CH:11]=[C:8]([CH2:9][O:10][CH2:1][O:2][CH3:3])[CH:7]=1, predict the reactants needed to synthesize it. The reactants are: [CH3:1][O:2][CH2:3]Cl.[Br:5][C:6]1[CH:7]=[C:8]([CH:11]=[CH:12][CH:13]=1)[CH2:9][OH:10].C(N(C(C)C)CC)(C)C.O. (2) The reactants are: [OH:1][C@H:2]1[C@@H:7]([NH:8]C(=O)OC(C)(C)C)[CH2:6][CH2:5][N:4]([CH2:16][CH2:17][N:18]2[C:27]3[C:22](=[N:23][CH:24]=[C:25]([O:28][CH3:29])[CH:26]=3)[CH:21]=[CH:20][C:19]2=[O:30])[CH2:3]1.[ClH:31]. Given the product [ClH:31].[ClH:31].[NH2:8][C@H:7]1[CH2:6][CH2:5][N:4]([CH2:16][CH2:17][N:18]2[C:27]3[C:22](=[N:23][CH:24]=[C:25]([O:28][CH3:29])[CH:26]=3)[CH:21]=[CH:20][C:19]2=[O:30])[CH2:3][C@H:2]1[OH:1], predict the reactants needed to synthesize it. (3) Given the product [Cl:1][C:2]1[CH:7]=[CH:6][CH:5]=[CH:4][C:3]=1[CH:8]([C:20]1[CH:31]=[CH:30][C:23]([C:24]([NH:26][CH:27]2[CH2:29][CH2:28]2)=[O:25])=[C:22]([F:32])[CH:21]=1)[CH2:9]/[C:10](=[N:34]\[OH:35])/[C:12]1[CH:17]=[CH:16][C:15](=[O:18])[N:14]([CH3:19])[CH:13]=1, predict the reactants needed to synthesize it. The reactants are: [Cl:1][C:2]1[CH:7]=[CH:6][CH:5]=[CH:4][C:3]=1[CH:8]([C:20]1[CH:31]=[CH:30][C:23]([C:24]([NH:26][CH:27]2[CH2:29][CH2:28]2)=[O:25])=[C:22]([F:32])[CH:21]=1)[CH2:9][C:10]([C:12]1[CH:17]=[CH:16][C:15](=[O:18])[N:14]([CH3:19])[CH:13]=1)=O.Cl.[NH2:34][OH:35].C([O-])(O)=O.[Na+]. (4) Given the product [F:1][C:2]1[CH:7]=[CH:6][C:5]([F:8])=[CH:4][C:3]=1[C@H:9]1[CH2:13][CH2:12][CH2:11][N:10]1[C:14]1[CH:19]=[CH:18][N:17]2[N:20]=[CH:21][C:22]([NH:23][C:30]([C:25]3[CH:26]=[N:27][CH:28]=[CH:29][N:24]=3)=[O:31])=[C:16]2[N:15]=1, predict the reactants needed to synthesize it. The reactants are: [F:1][C:2]1[CH:7]=[CH:6][C:5]([F:8])=[CH:4][C:3]=1[C@H:9]1[CH2:13][CH2:12][CH2:11][N:10]1[C:14]1[CH:19]=[CH:18][N:17]2[N:20]=[CH:21][C:22]([NH2:23])=[C:16]2[N:15]=1.[N:24]1[CH:29]=[CH:28][N:27]=[CH:26][C:25]=1[C:30](O)=[O:31].CN(C(ON1N=NC2C=CC=NC1=2)=[N+](C)C)C.F[P-](F)(F)(F)(F)F.CCN(C(C)C)C(C)C.